Predict which catalyst facilitates the given reaction. From a dataset of Catalyst prediction with 721,799 reactions and 888 catalyst types from USPTO. (1) Reactant: [CH3:1][N:2]([CH3:30])[CH2:3][CH2:4][CH2:5][N:6]([C:25]([NH:27][CH2:28][CH3:29])=[O:26])[C:7]([C@@H:9]1[CH2:23][C@H:22]2[C@@H:12]([CH2:13][C:14]3[C:24]4[C:17](=[CH:18][CH:19]=[CH:20][C:21]2=4)[NH:16][CH:15]=3)[NH:11][CH2:10]1)=[O:8].C(O[CH2:35][CH:36]=[CH2:37])(=O)C. Product: [CH2:37]([N:11]1[C@H:12]2[C@@H:22]([C:21]3[CH:20]=[CH:19][CH:18]=[C:17]4[C:24]=3[C:14]([CH2:13]2)=[CH:15][NH:16]4)[CH2:23][C@@H:9]([C:7]([N:6]([CH2:5][CH2:4][CH2:3][N:2]([CH3:1])[CH3:30])[C:25]([NH:27][CH2:28][CH3:29])=[O:26])=[O:8])[CH2:10]1)[CH:36]=[CH2:35]. The catalyst class is: 109. (2) Reactant: [Cl:1][C:2]1[CH:3]=[C:4]([NH:16][C:17]2[C:26]3[C:21](=[CH:22][C:23]([O:37][CH:38]4[CH2:42][CH2:41][O:40][CH2:39]4)=[C:24]([NH:27][C:28](=[O:36])[CH:29]=[C:30]4[CH2:35][CH2:34][NH:33][CH2:32][CH2:31]4)[CH:25]=3)[N:20]=[CH:19][C:18]=2[C:43]#[N:44])[CH:5]=[CH:6][C:7]=1[O:8][CH2:9][C:10]1[CH:15]=[CH:14][CH:13]=[CH:12][N:11]=1.[C:45](=O)([O-])[O-].[K+].[K+].CI. Product: [Cl:1][C:2]1[CH:3]=[C:4]([NH:16][C:17]2[C:26]3[C:21](=[CH:22][C:23]([O:37][CH:38]4[CH2:42][CH2:41][O:40][CH2:39]4)=[C:24]([NH:27][C:28](=[O:36])[CH:29]=[C:30]4[CH2:35][CH2:34][N:33]([CH3:45])[CH2:32][CH2:31]4)[CH:25]=3)[N:20]=[CH:19][C:18]=2[C:43]#[N:44])[CH:5]=[CH:6][C:7]=1[O:8][CH2:9][C:10]1[CH:15]=[CH:14][CH:13]=[CH:12][N:11]=1. The catalyst class is: 10.